Dataset: Forward reaction prediction with 1.9M reactions from USPTO patents (1976-2016). Task: Predict the product of the given reaction. (1) Given the reactants [Br:1][C:2]1[CH:8]=[CH:7][C:5]([NH2:6])=[C:4]([CH3:9])[C:3]=1[CH2:10][CH3:11].[C:12](OC(=O)C)(=[O:14])[CH3:13], predict the reaction product. The product is: [Br:1][C:2]1[CH:8]=[CH:7][C:5]([NH:6][C:12](=[O:14])[CH3:13])=[C:4]([CH3:9])[C:3]=1[CH2:10][CH3:11]. (2) Given the reactants [C:1]([NH:18][C@H:19]([C:24]([OH:26])=O)[CH2:20][CH:21]([CH3:23])[CH3:22])([O:3][CH2:4][CH:5]1[C:17]2[C:12](=[CH:13][CH:14]=[CH:15][CH:16]=2)[C:11]2[C:6]1=[CH:7][CH:8]=[CH:9][CH:10]=2)=[O:2].N1C=CC=CC=1.N1C(F)=NC(F)=NC=1[F:35], predict the reaction product. The product is: [C:1]([NH:18][C@H:19]([C:24]([F:35])=[O:26])[CH2:20][CH:21]([CH3:23])[CH3:22])([O:3][CH2:4][CH:5]1[C:17]2[C:12](=[CH:13][CH:14]=[CH:15][CH:16]=2)[C:11]2[C:6]1=[CH:7][CH:8]=[CH:9][CH:10]=2)=[O:2].